From a dataset of Experimental lipophilicity measurements (octanol/water distribution) for 4,200 compounds from AstraZeneca. Regression/Classification. Given a drug SMILES string, predict its absorption, distribution, metabolism, or excretion properties. Task type varies by dataset: regression for continuous measurements (e.g., permeability, clearance, half-life) or binary classification for categorical outcomes (e.g., BBB penetration, CYP inhibition). For this dataset (lipophilicity_astrazeneca), we predict Y. (1) The molecule is Cc1cccc(Nc2nnc(C(=O)Nc3ccc(N4CCOCC4)nc3)o2)c1. The Y is 3.42 logD. (2) The drug is CN(C(=O)Cc1ccc(-n2cnnn2)cc1)[C@@H]1CCN(Cc2ccc(C(F)(F)F)cc2)C[C@@H]1F. The Y is 3.30 logD.